This data is from Reaction yield outcomes from USPTO patents with 853,638 reactions. The task is: Predict the reaction yield, written as a fraction of the theoretical maximum amount of product (1.0 means a 100% yield; for example, 0.34 means a 34% yield). (1) The reactants are [OH:1][C@H:2]([CH3:6])[C:3]([NH2:5])=[O:4].C(N(CC)CC)C.[CH3:14][S:15](Cl)(=[O:17])=[O:16]. The catalyst is C1COCC1.O. The product is [C:3]([C@H:2]([O:1][S:15]([CH3:14])(=[O:17])=[O:16])[CH3:6])(=[O:4])[NH2:5]. The yield is 0.700. (2) The reactants are [F:1][C:2]([F:34])([F:33])[C@H:3]([NH:5][S:6]([C:9]1[CH:10]=[N:11][C:12]([C:15]2[N:16]([CH:28]3[CH2:32][CH2:31][CH2:30][CH2:29]3)[C:17]3[C:22]([C:23]=2[C:24]#[N:25])=[CH:21][C:20](Br)=[C:19]([CH3:27])[CH:18]=3)=[CH:13][CH:14]=1)(=[O:8])=[O:7])[CH3:4].B1(B2OC(C)(C)C(C)(C)O2)OC(C)(C)C(C)(C)[O:36]1.C([O-])(=O)C.[K+]. The catalyst is O1CCOCC1.C(OCC)(=O)C. The product is [F:1][C:2]([F:34])([F:33])[C@H:3]([NH:5][S:6]([C:9]1[CH:10]=[N:11][C:12]([C:15]2[N:16]([CH:28]3[CH2:32][CH2:31][CH2:30][CH2:29]3)[C:17]3[C:22]([C:23]=2[C:24]#[N:25])=[CH:21][C:20]([OH:36])=[C:19]([CH3:27])[CH:18]=3)=[CH:13][CH:14]=1)(=[O:8])=[O:7])[CH3:4]. The yield is 0.840. (3) The reactants are Cl[C:2]1[CH:7]=[CH:6][N:5]=[C:4]([NH2:8])[CH:3]=1.[CH:9]1(B(O)O)[CH2:11][CH2:10]1.P(C1CCCCC1)(C1CCCCC1)C1CCCCC1.C([O-])([O-])=O.[K+].[K+]. The catalyst is O1CCOCC1.CC#N.C1C=CC(/C=C/C(/C=C/C2C=CC=CC=2)=O)=CC=1.C1C=CC(/C=C/C(/C=C/C2C=CC=CC=2)=O)=CC=1.C1C=CC(/C=C/C(/C=C/C2C=CC=CC=2)=O)=CC=1.[Pd].[Pd]. The product is [CH:9]1([C:2]2[CH:7]=[CH:6][N:5]=[C:4]([NH2:8])[CH:3]=2)[CH2:11][CH2:10]1. The yield is 0.990. (4) The reactants are [N:1]12[CH2:8][CH2:7][N:4]([CH2:5][CH2:6]1)[CH2:3][CH:2]2[CH2:9][NH:10][C:11]1[N:12]=[CH:13][C:14]([C:17]2[N:18]=[C:19]([N:27]3[CH2:32][CH2:31][C@@H:30]([NH:33][C:34]([C:36]4[NH:37][C:38]([CH3:43])=[C:39]([Cl:42])[C:40]=4[Cl:41])=[O:35])[C@@H:29]([O:44][CH3:45])[CH2:28]3)[S:20][C:21]=2[C:22]([O:24]CC)=[O:23])=[N:15][CH:16]=1.O.[OH-].[Li+]. The catalyst is CO.O. The product is [N:1]12[CH2:8][CH2:7][N:4]([CH2:5][CH2:6]1)[CH2:3][CH:2]2[CH2:9][NH:10][C:11]1[N:12]=[CH:13][C:14]([C:17]2[N:18]=[C:19]([N:27]3[CH2:32][CH2:31][C@@H:30]([NH:33][C:34]([C:36]4[NH:37][C:38]([CH3:43])=[C:39]([Cl:42])[C:40]=4[Cl:41])=[O:35])[C@@H:29]([O:44][CH3:45])[CH2:28]3)[S:20][C:21]=2[C:22]([OH:24])=[O:23])=[N:15][CH:16]=1. The yield is 0.668. (5) The reactants are Br[C:2]1[CH:3]=[C:4]2[C:10]([C:11]3[CH:12]=[CH:13][C:14]([OH:17])=[N:15][CH:16]=3)=[CH:9][NH:8][C:5]2=[N:6][CH:7]=1.[CH3:18][O:19][C:20]1[CH:21]=[C:22](B(O)O)[CH:23]=[CH:24][C:25]=1[O:26][CH3:27].C(#N)C.C(=O)([O-])[O-].[Na+].[Na+]. The catalyst is O.Cl[Pd-2](Cl)(P(C1C=CC=CC=1)(C1C=CC=CC=1)C1C=CC=CC=1)P(C1C=CC=CC=1)(C1C=CC=CC=1)C1C=CC=CC=1. The product is [CH3:18][O:19][C:20]1[CH:21]=[C:22]([C:2]2[CH:3]=[C:4]3[C:10]([C:11]4[CH:12]=[CH:13][C:14]([OH:17])=[N:15][CH:16]=4)=[CH:9][NH:8][C:5]3=[N:6][CH:7]=2)[CH:23]=[CH:24][C:25]=1[O:26][CH3:27]. The yield is 0.340.